This data is from Catalyst prediction with 721,799 reactions and 888 catalyst types from USPTO. The task is: Predict which catalyst facilitates the given reaction. Reactant: [NH2:1][C@@H:2]([CH:6]1[CH2:10][CH2:9][CH2:8][CH2:7]1)[C:3](O)=[O:4].[H-].[H-].[H-].[H-].[Li+].[Al+3]. Product: [NH2:1][C@@H:2]([CH:6]1[CH2:10][CH2:9][CH2:8][CH2:7]1)[CH2:3][OH:4]. The catalyst class is: 1.